Dataset: Full USPTO retrosynthesis dataset with 1.9M reactions from patents (1976-2016). Task: Predict the reactants needed to synthesize the given product. (1) The reactants are: [F:1][C:2]1[C:3]([NH:16][C:17]2[CH:22]=[CH:21][C:20]([C:23]#[C:24][CH2:25][CH2:26][OH:27])=[CH:19][C:18]=2[F:28])=[C:4]([CH:12]=[CH:13][C:14]=1[F:15])[C:5]([NH:7][O:8][CH2:9][CH2:10][OH:11])=[O:6]. Given the product [F:1][C:2]1[C:3]([NH:16][C:17]2[CH:22]=[CH:21][C:20]([CH2:23][CH2:24][CH2:25][CH2:26][OH:27])=[CH:19][C:18]=2[F:28])=[C:4]([CH:12]=[CH:13][C:14]=1[F:15])[C:5]([NH:7][O:8][CH2:9][CH2:10][OH:11])=[O:6], predict the reactants needed to synthesize it. (2) Given the product [C:12]([NH:1][C:2]1[CH:10]=[CH:9][C:8]([OH:11])=[CH:7][C:3]=1[C:4]([O:6][CH3:19])=[O:5])(=[O:14])[CH3:13], predict the reactants needed to synthesize it. The reactants are: [NH2:1][C:2]1[CH:10]=[CH:9][C:8]([OH:11])=[CH:7][C:3]=1[C:4]([OH:6])=[O:5].[C:12](OC(=O)C)(=[O:14])[CH3:13].[CH3:19][O-].[Na+]. (3) Given the product [CH3:13][O:14][C:15]1[CH:22]=[CH:21][C:20]([O:23][CH3:24])=[CH:19][C:16]=1/[CH:17]=[C:6]1/[C:2](=[O:1])[N:3]([CH2:8][CH2:9][C:10]([OH:12])=[O:11])[C:4](=[S:7])[S:5]/1, predict the reactants needed to synthesize it. The reactants are: [O:1]=[C:2]1[CH2:6][S:5][C:4](=[S:7])[N:3]1[CH2:8][CH2:9][C:10]([OH:12])=[O:11].[CH3:13][O:14][C:15]1[CH:22]=[CH:21][C:20]([O:23][CH3:24])=[CH:19][C:16]=1[CH:17]=O.N1CCCCC1. (4) Given the product [F:1][C:2]([F:26])([F:25])[C:3]([NH:6][C:7]([C:9]1[C:10]2[CH2:11][C@H:12]3[CH2:24][C@H:13]3[C:14]=2[N:15]([C:17]2[CH:22]=[C:21]([C:27]#[N:28])[CH:20]=[CH:19][N:18]=2)[N:16]=1)=[O:8])([CH3:5])[CH3:4], predict the reactants needed to synthesize it. The reactants are: [F:1][C:2]([F:26])([F:25])[C:3]([NH:6][C:7]([C:9]1[C:10]2[CH2:11][C@H:12]3[CH2:24][C@H:13]3[C:14]=2[N:15]([C:17]2[CH:22]=[C:21](Br)[CH:20]=[CH:19][N:18]=2)[N:16]=1)=[O:8])([CH3:5])[CH3:4].[C:27]([Zn]C#N)#[N:28]. (5) Given the product [F:31][C:28]1[CH:29]=[CH:30][C:25]([C@H:12]2[CH2:13][C@@H:14]([NH:17][C:18]([O:20][C:21]([CH3:23])([CH3:22])[CH3:24])=[O:19])[CH2:15][CH2:16][NH:11]2)=[C:26]([CH3:32])[CH:27]=1, predict the reactants needed to synthesize it. The reactants are: C(OC([N:11]1[CH2:16][CH2:15][C@H:14]([NH:17][C:18]([O:20][C:21]([CH3:24])([CH3:23])[CH3:22])=[O:19])[CH2:13][C@@H:12]1[C:25]1[CH:30]=[CH:29][C:28]([F:31])=[CH:27][C:26]=1[CH3:32])=O)C1C=CC=CC=1.